Predict the reactants needed to synthesize the given product. From a dataset of Full USPTO retrosynthesis dataset with 1.9M reactions from patents (1976-2016). (1) The reactants are: [N:1]([CH2:4][C:5]([C:7]1[CH:12]=[CH:11][C:10]([S:13][CH3:14])=[CH:9][CH:8]=1)=[O:6])=[N+:2]=[N-:3].B.C1COCC1. Given the product [N:1]([CH2:4][CH:5]([C:7]1[CH:12]=[CH:11][C:10]([S:13][CH3:14])=[CH:9][CH:8]=1)[OH:6])=[N+:2]=[N-:3], predict the reactants needed to synthesize it. (2) Given the product [CH3:46][C:45]([CH3:48])([CH3:47])[C:44]([O:13][C:3]([C:2]([F:1])([F:14])[F:15])([C:9]([F:12])([F:10])[F:11])[CH2:4][S:5]([O-:8])(=[O:7])=[O:6])=[O:49].[C:33]([C:30]1[CH:31]=[CH:32][C:27]([I+:26][C:23]2[CH:22]=[CH:21][C:20]([C:16]([CH3:19])([CH3:18])[CH3:17])=[CH:25][CH:24]=2)=[CH:28][CH:29]=1)([CH3:36])([CH3:35])[CH3:34], predict the reactants needed to synthesize it. The reactants are: [F:1][C:2]([F:15])([F:14])[C:3]([OH:13])([C:9]([F:12])([F:11])[F:10])[CH2:4][S:5]([O-:8])(=[O:7])=[O:6].[C:16]([C:20]1[CH:25]=[CH:24][C:23]([I+:26][C:27]2[CH:32]=[CH:31][C:30]([C:33]([CH3:36])([CH3:35])[CH3:34])=[CH:29][CH:28]=2)=[CH:22][CH:21]=1)([CH3:19])([CH3:18])[CH3:17].C(N(CC)CC)C.[C:44](Cl)(=[O:49])[C:45]([CH3:48])([CH3:47])[CH3:46].